From a dataset of Catalyst prediction with 721,799 reactions and 888 catalyst types from USPTO. Predict which catalyst facilitates the given reaction. (1) Reactant: [O:1]1[CH2:6][CH:5]=[C:4]([C:7]2[CH:12]=[CH:11][C:10]([S:13]([NH:16][C:17]3[C:26]([F:27])=[CH:25][C:20]([C:21]([O:23]C)=[O:22])=[C:19]([F:28])[CH:18]=3)(=[O:15])=[O:14])=[CH:9][CH:8]=2)[CH2:3][CH2:2]1.[H][H].Cl. The catalyst class is: 19. Product: [F:28][C:19]1[CH:18]=[C:17]([NH:16][S:13]([C:10]2[CH:11]=[CH:12][C:7]([CH:4]3[CH2:5][CH2:6][O:1][CH2:2][CH2:3]3)=[CH:8][CH:9]=2)(=[O:14])=[O:15])[C:26]([F:27])=[CH:25][C:20]=1[C:21]([OH:23])=[O:22]. (2) Reactant: [Cl:1][C:2]1[CH:7]=[CH:6][CH:5]=[CH:4][C:3]=1[N:8]1[C:12]2[C:13]([C:19]([F:22])([F:21])[F:20])=[CH:14][C:15]([C:17]#[N:18])=[CH:16][C:11]=2[NH:10][C:9]1=[O:23].[H-].[Na+].[CH3:26][CH2:27][N:28]([CH2:31][CH2:32]Cl)[CH2:29][CH3:30].Cl.[C:35](=[O:38])(O)[O-:36].[Na+]. Product: [F:20][C:19]([F:22])([F:21])[C:35]([OH:36])=[O:38].[Cl:1][C:2]1[CH:7]=[CH:6][CH:5]=[CH:4][C:3]=1[N:8]1[C:12]2[C:13]([C:19]([F:20])([F:21])[F:22])=[CH:14][C:15]([C:17]([NH2:18])=[O:36])=[CH:16][C:11]=2[N:10]([CH2:26][CH2:27][N:28]([CH2:31][CH3:32])[CH2:29][CH3:30])[C:9]1=[O:23]. The catalyst class is: 289.